Dataset: NCI-60 drug combinations with 297,098 pairs across 59 cell lines. Task: Regression. Given two drug SMILES strings and cell line genomic features, predict the synergy score measuring deviation from expected non-interaction effect. (1) Drug 1: CC1=C2C(C(=O)C3(C(CC4C(C3C(C(C2(C)C)(CC1OC(=O)C(C(C5=CC=CC=C5)NC(=O)OC(C)(C)C)O)O)OC(=O)C6=CC=CC=C6)(CO4)OC(=O)C)OC)C)OC. Drug 2: C1C(C(OC1N2C=C(C(=O)NC2=O)F)CO)O. Cell line: MOLT-4. Synergy scores: CSS=78.7, Synergy_ZIP=-0.938, Synergy_Bliss=-2.19, Synergy_Loewe=-6.00, Synergy_HSA=0.159. (2) Drug 1: C1C(C(OC1N2C=NC3=C(N=C(N=C32)Cl)N)CO)O. Drug 2: CCC1(CC2CC(C3=C(CCN(C2)C1)C4=CC=CC=C4N3)(C5=C(C=C6C(=C5)C78CCN9C7C(C=CC9)(C(C(C8N6C)(C(=O)OC)O)OC(=O)C)CC)OC)C(=O)OC)O.OS(=O)(=O)O. Cell line: SN12C. Synergy scores: CSS=34.9, Synergy_ZIP=-0.948, Synergy_Bliss=3.53, Synergy_Loewe=-2.80, Synergy_HSA=0.614. (3) Drug 1: C1=CC(=CC=C1CC(C(=O)O)N)N(CCCl)CCCl.Cl. Drug 2: C1CNP(=O)(OC1)N(CCCl)CCCl. Cell line: CAKI-1. Synergy scores: CSS=20.9, Synergy_ZIP=7.80, Synergy_Bliss=8.54, Synergy_Loewe=-18.5, Synergy_HSA=4.17. (4) Drug 1: CN(CCCl)CCCl.Cl. Drug 2: C(CC(=O)O)C(=O)CN.Cl. Cell line: HOP-92. Synergy scores: CSS=36.7, Synergy_ZIP=-4.09, Synergy_Bliss=-9.63, Synergy_Loewe=-5.49, Synergy_HSA=-3.79.